From a dataset of Catalyst prediction with 721,799 reactions and 888 catalyst types from USPTO. Predict which catalyst facilitates the given reaction. (1) Product: [CH3:46][O:45][C:44]1[C:20]([OH:19])=[C:21]([O:47][CH3:48])[C:22]2[N:28]=[CH:27][CH:26]3[CH2:39][C:40](=[O:52])[CH2:41][N:25]3[CH2:24][C:23]=2[CH:43]=1. The catalyst class is: 25. Reactant: CCCC[N+](CCCC)(CCCC)CCCC.[F-].[OH:19][C:20]1[C:44]([O:45][CH3:46])=[CH:43][C:23]2[C:24](=O)[N:25]3[CH2:41][CH2:40][CH2:39][C@H:26]3[C@H:27](O)[N:28](C(OCC[Si](C)(C)C)=O)[C:22]=2[C:21]=1[O:47][CH3:48].C1C[O:52]CC1. (2) Reactant: [C:1](Cl)(=[O:3])[CH3:2].[NH2:5][C:6](=[O:31])[CH2:7][NH:8][C@@H:9]1[C:17]2[C:12](=[CH:13][CH:14]=[CH:15][CH:16]=2)[CH2:11][C@H:10]1[NH:18][C:19]([C:21]1[NH:22][C:23]2[C:28]([CH:29]=1)=[CH:27][C:26]([Cl:30])=[CH:25][CH:24]=2)=[O:20]. Product: [C:1]([N:8]([CH2:7][C:6]([NH2:5])=[O:31])[C@@H:9]1[C:17]2[C:12](=[CH:13][CH:14]=[CH:15][CH:16]=2)[CH2:11][C@H:10]1[NH:18][C:19]([C:21]1[NH:22][C:23]2[C:28]([CH:29]=1)=[CH:27][C:26]([Cl:30])=[CH:25][CH:24]=2)=[O:20])(=[O:3])[CH3:2]. The catalyst class is: 1.